From a dataset of Peptide-MHC class I binding affinity with 185,985 pairs from IEDB/IMGT. Regression. Given a peptide amino acid sequence and an MHC pseudo amino acid sequence, predict their binding affinity value. This is MHC class I binding data. (1) The peptide sequence is RSFPEWDYI. The MHC is HLA-B51:01 with pseudo-sequence HLA-B51:01. The binding affinity (normalized) is 0.0847. (2) The peptide sequence is LRAEDTAVYY. The MHC is HLA-B08:01 with pseudo-sequence HLA-B08:01. The binding affinity (normalized) is 0.